Dataset: NCI-60 drug combinations with 297,098 pairs across 59 cell lines. Task: Regression. Given two drug SMILES strings and cell line genomic features, predict the synergy score measuring deviation from expected non-interaction effect. (1) Drug 1: CC1CCCC2(C(O2)CC(NC(=O)CC(C(C(=O)C(C1O)C)(C)C)O)C(=CC3=CSC(=N3)C)C)C. Drug 2: CC12CCC3C(C1CCC2OP(=O)(O)O)CCC4=C3C=CC(=C4)OC(=O)N(CCCl)CCCl.[Na+]. Cell line: SF-539. Synergy scores: CSS=49.0, Synergy_ZIP=-0.776, Synergy_Bliss=-3.84, Synergy_Loewe=-6.60, Synergy_HSA=5.26. (2) Drug 1: C1=NC(=NC(=O)N1C2C(C(C(O2)CO)O)O)N. Drug 2: C1CC(=O)NC(=O)C1N2C(=O)C3=CC=CC=C3C2=O. Cell line: MOLT-4. Synergy scores: CSS=44.1, Synergy_ZIP=-0.260, Synergy_Bliss=3.99, Synergy_Loewe=-30.2, Synergy_HSA=1.54. (3) Drug 1: C1=CC(=CC=C1CCC2=CNC3=C2C(=O)NC(=N3)N)C(=O)NC(CCC(=O)O)C(=O)O. Drug 2: CCN(CC)CCCC(C)NC1=C2C=C(C=CC2=NC3=C1C=CC(=C3)Cl)OC. Cell line: OVCAR-8. Synergy scores: CSS=45.3, Synergy_ZIP=-2.65, Synergy_Bliss=-5.01, Synergy_Loewe=-3.48, Synergy_HSA=-1.00. (4) Drug 1: CN1CCC(CC1)COC2=C(C=C3C(=C2)N=CN=C3NC4=C(C=C(C=C4)Br)F)OC. Drug 2: C1=NC2=C(N1)C(=S)N=CN2. Cell line: CCRF-CEM. Synergy scores: CSS=40.7, Synergy_ZIP=-6.96, Synergy_Bliss=-7.72, Synergy_Loewe=-27.3, Synergy_HSA=-7.57. (5) Drug 1: CC1=C2C(C(=O)C3(C(CC4C(C3C(C(C2(C)C)(CC1OC(=O)C(C(C5=CC=CC=C5)NC(=O)OC(C)(C)C)O)O)OC(=O)C6=CC=CC=C6)(CO4)OC(=O)C)OC)C)OC. Drug 2: CC1=CC2C(CCC3(C2CCC3(C(=O)C)OC(=O)C)C)C4(C1=CC(=O)CC4)C. Cell line: A549. Synergy scores: CSS=62.0, Synergy_ZIP=10.3, Synergy_Bliss=9.61, Synergy_Loewe=-14.5, Synergy_HSA=13.0.